Dataset: Forward reaction prediction with 1.9M reactions from USPTO patents (1976-2016). Task: Predict the product of the given reaction. (1) Given the reactants [Cl:1][C:2]1[CH:3]=[C:4]([C:8]2[N:13]=[C:12]3[CH2:14][CH2:15][CH2:16][C:11]3=[C:10]([NH:17][C:18]3[CH:23]=[CH:22][C:21]([CH2:24][C:25](OC)=[O:26])=[CH:20][CH:19]=3)[CH:9]=2)[CH:5]=[CH:6][CH:7]=1.[H-].[H-].[H-].[H-].[Li+].[Al+3].Cl.C([O-])(O)=O.[Na+], predict the reaction product. The product is: [Cl:1][C:2]1[CH:3]=[C:4]([C:8]2[N:13]=[C:12]3[CH2:14][CH2:15][CH2:16][C:11]3=[C:10]([NH:17][C:18]3[CH:19]=[CH:20][C:21]([CH2:24][CH2:25][OH:26])=[CH:22][CH:23]=3)[CH:9]=2)[CH:5]=[CH:6][CH:7]=1. (2) Given the reactants CC1C=CC(S(O)(=O)=O)=CC=1.[CH3:12][C@@H:13]1[CH2:17][CH2:16][CH2:15][N:14]1[CH2:18][CH2:19][CH2:20][O:21][C:22]1[CH:28]=[CH:27][C:25]([NH2:26])=[CH:24][CH:23]=1.C1(N2[CH2:38][CH2:37][CH:36]([O:39]C3C=CC(N)=CC=3)[CH2:35][CH2:34]2)CCC1, predict the reaction product. The product is: [CH3:12][C@@H:13]1[CH2:17][CH2:16][CH2:15][N:14]1[CH2:18][CH2:19][CH2:20][O:21][C:22]1[CH:23]=[CH:24][C:25]([N:26]2[CH2:38][CH2:37][C:36](=[O:39])[CH2:35][CH2:34]2)=[CH:27][CH:28]=1. (3) Given the reactants [H-].[Na+].[CH:3](OCC)=O.[O:8]1[CH2:13][CH2:12][CH2:11][CH2:10][CH:9]1[O:14][CH2:15][C:16]([O:18]CC)=O.[C:21]1([S:27][CH2:28][C:29](=[NH:31])[NH2:30])[CH:26]=[CH:25][CH:24]=[CH:23][CH:22]=1.[O-]CC.[Na+], predict the reaction product. The product is: [C:21]1([S:27][CH2:28][C:29]2[NH:30][C:16](=[O:18])[C:15]([O:14][CH:9]3[CH2:10][CH2:11][CH2:12][CH2:13][O:8]3)=[CH:3][N:31]=2)[CH:26]=[CH:25][CH:24]=[CH:23][CH:22]=1. (4) The product is: [C:3]([C:5]1[CH:6]=[C:7]([C:11]#[C:12][C:13]2[CH:14]=[CH:15][C:16]([F:22])=[C:17]([CH:21]=2)[C:18]([NH:25][CH3:29])=[O:20])[CH:8]=[N:9][CH:10]=1)#[N:4]. Given the reactants CN.[C:3]([C:5]1[CH:6]=[C:7]([C:11]#[C:12][C:13]2[CH:14]=[CH:15][C:16]([F:22])=[C:17]([CH:21]=2)[C:18]([OH:20])=O)[CH:8]=[N:9][CH:10]=1)#[N:4].O.O[N:25]1[C:29]2C=CC=CC=2N=N1, predict the reaction product. (5) Given the reactants O1[C:5]2([CH2:10][CH2:9][CH:8]([CH:11]3[CH2:15][O:14][C:13](=[O:16])[NH:12]3)[CH2:7][CH2:6]2)[O:4]CC1, predict the reaction product. The product is: [O:4]=[C:5]1[CH2:10][CH2:9][CH:8]([CH:11]2[CH2:15][O:14][C:13](=[O:16])[NH:12]2)[CH2:7][CH2:6]1.